Task: Predict the product of the given reaction.. Dataset: Forward reaction prediction with 1.9M reactions from USPTO patents (1976-2016) (1) The product is: [SH:41][C:38]1[S:40][CH:2]=[C:3]([CH2:4][CH2:5][CH2:6][N:7]2[C:15](=[O:16])[C:14]3=[CH:13][CH:12]=[CH:11][CH:10]=[C:9]3[C:8]2=[O:17])[N:39]=1. Given the reactants Br[CH2:2][C:3](=O)[CH2:4][CH2:5][CH2:6][N:7]1[C:15](=[O:16])[C:14]2[C:9](=[CH:10][CH:11]=[CH:12][CH:13]=2)[C:8]1=[O:17].ClCCCC(=O)C.C1(=O)NC(=O)C2=CC=CC=C12.[K].[C:38](=[S:41])([S-:40])[NH2:39].[NH4+], predict the reaction product. (2) Given the reactants [Br:1][C:2]1[C:3]([O:16][C:17]2[CH:22]=[CH:21][C:20]([F:23])=[CH:19][C:18]=2[F:24])=[CH:4][C:5]([CH2:14][OH:15])=[C:6]([NH:8][S:9]([CH2:12][CH3:13])(=[O:11])=[O:10])[CH:7]=1, predict the reaction product. The product is: [Br:1][C:2]1[C:3]([O:16][C:17]2[CH:22]=[CH:21][C:20]([F:23])=[CH:19][C:18]=2[F:24])=[CH:4][C:5]([CH:14]=[O:15])=[C:6]([NH:8][S:9]([CH2:12][CH3:13])(=[O:11])=[O:10])[CH:7]=1. (3) Given the reactants [S:1]1[C:5]([CH:6]([O:11][CH3:12])[C:7](OC)=[O:8])=[CH:4][C:3]2[CH:13]=[CH:14][CH:15]=[CH:16][C:2]1=2.O.[NH2:18][NH2:19], predict the reaction product. The product is: [S:1]1[C:5]([CH:6]([O:11][CH3:12])[C:7]([NH:18][NH2:19])=[O:8])=[CH:4][C:3]2[CH:13]=[CH:14][CH:15]=[CH:16][C:2]1=2.